This data is from Full USPTO retrosynthesis dataset with 1.9M reactions from patents (1976-2016). The task is: Predict the reactants needed to synthesize the given product. (1) Given the product [NH2:1][C:4]1[CH:16]=[CH:15][C:7]([CH2:8][NH:9][S:10]([CH2:13][CH3:14])(=[O:12])=[O:11])=[CH:6][CH:5]=1, predict the reactants needed to synthesize it. The reactants are: [N+:1]([C:4]1[CH:16]=[CH:15][C:7]([CH2:8][NH:9][S:10]([CH2:13][CH3:14])(=[O:12])=[O:11])=[CH:6][CH:5]=1)([O-])=O.NN. (2) Given the product [Br:1][C:2]1[C:11]([CH2:12][Br:15])=[C:10]2[C:5]([CH:6]=[CH:7][C:8]([O:13][CH3:14])=[N:9]2)=[CH:4][CH:3]=1, predict the reactants needed to synthesize it. The reactants are: [Br:1][C:2]1[C:11]([CH3:12])=[C:10]2[C:5]([CH:6]=[CH:7][C:8]([O:13][CH3:14])=[N:9]2)=[CH:4][CH:3]=1.[Br:15]N1C(=O)CCC1=O.C(OOC(=O)C1C=CC=CC=1)(=O)C1C=CC=CC=1. (3) Given the product [CH3:54][CH:52]([CH2:51][N:55]([S:87]([C:90]1[CH:95]=[CH:94][C:93]([NH2:96])=[CH:92][CH:91]=1)(=[O:89])=[O:88])[C@H:56]([C:84]([OH:86])=[O:85])[CH2:57][CH2:58][CH2:59][CH2:60][NH:61][C:62]([C@@H:63]([NH:64][C:65]([CH2:66][C:67]1[CH:68]=[CH:69][C:70]([O:73][CH3:74])=[CH:71][CH:72]=1)=[O:75])[CH2:76][C:77]1[CH:78]=[CH:79][CH:80]=[CH:81][CH:82]=1)=[O:83])[CH3:53], predict the reactants needed to synthesize it. The reactants are: Cl.C(N(S(C1C=CC([N+]([O-])=O)=CC=1)(=O)=O)[C@H](C(O)=O)CCCCN)C(C)C.COC1C=CC(CC(N[C@H](C(O)=O)CC2C=CC=CC=2)=O)=CC=1.[CH2:51]([N:55]([S:87]([C:90]1[CH:95]=[CH:94][C:93]([N+:96]([O-])=O)=[CH:92][CH:91]=1)(=[O:89])=[O:88])[C@H:56]([C:84]([OH:86])=[O:85])[CH2:57][CH2:58][CH2:59][CH2:60][NH:61][C:62](=[O:83])[C@H:63]([CH2:76][C:77]1[CH:82]=[CH:81][CH:80]=[CH:79][CH:78]=1)[NH:64][C:65](=[O:75])[CH2:66][C:67]1[CH:72]=[CH:71][C:70]([O:73][CH3:74])=[CH:69][CH:68]=1)[CH:52]([CH3:54])[CH3:53]. (4) Given the product [NH2:1][C:2]1[CH:7]=[CH:6][C:5]([C:8](=[O:10])[CH3:9])=[CH:4][C:3]=1[Br:18], predict the reactants needed to synthesize it. The reactants are: [NH2:1][C:2]1[CH:7]=[CH:6][C:5]([C:8](=[O:10])[CH3:9])=[CH:4][CH:3]=1.C1C(=O)N([Br:18])C(=O)C1. (5) Given the product [Br:13][C:10]1[CH:11]=[CH:12][C:7]([S:17][CH:14]2[CH2:16][CH2:15]2)=[N:8][CH:9]=1, predict the reactants needed to synthesize it. The reactants are: [Li]CCCC.Br[C:7]1[CH:12]=[CH:11][C:10]([Br:13])=[CH:9][N:8]=1.[CH:14]1([S:17]Cl)[CH2:16][CH2:15]1. (6) Given the product [CH3:35][N:27]1[CH2:26][CH2:25][N:24]([CH3:36])[CH2:23]/[C:10]/1=[N:11]\[C:12]1[CH:13]=[CH:14][C:15]([N+:20]([O-:22])=[O:21])=[CH:16][C:17]=1[C:18]([NH:9][C:6]1[CH:7]=[CH:8][C:3]([O:2][CH3:1])=[CH:4][CH:5]=1)=[O:19], predict the reactants needed to synthesize it. The reactants are: [CH3:1][O:2][C:3]1[CH:8]=[CH:7][C:6]([N:9]2[C:18](=[O:19])[C:17]3[C:12](=[CH:13][CH:14]=[C:15]([N+:20]([O-:22])=[O:21])[CH:16]=3)[N:11]=[C:10]2[CH2:23][N:24]([CH3:36])[CH2:25][CH2:26][N:27]([CH3:35])C(=O)OC(C)(C)C)=[CH:5][CH:4]=1.C(O)(C(F)(F)F)=O. (7) Given the product [CH3:24][N:22]1[CH:23]=[C:19]([C:14]2[CH:15]=[CH:16][C:17](=[O:18])[N:12]([CH2:11][C:10]3[CH:25]=[CH:26][CH:27]=[C:8]([C:5]4[N:4]=[CH:3][C:2]([B:28]5[O:32][C:31]([CH3:34])([CH3:33])[C:30]([CH3:36])([CH3:35])[O:29]5)=[CH:7][N:6]=4)[CH:9]=3)[N:13]=2)[CH:20]=[N:21]1, predict the reactants needed to synthesize it. The reactants are: Br[C:2]1[CH:3]=[N:4][C:5]([C:8]2[CH:9]=[C:10]([CH:25]=[CH:26][CH:27]=2)[CH2:11][N:12]2[C:17](=[O:18])[CH:16]=[CH:15][C:14]([C:19]3[CH:20]=[N:21][N:22]([CH3:24])[CH:23]=3)=[N:13]2)=[N:6][CH:7]=1.[B:28]1([B:28]2[O:32][C:31]([CH3:34])([CH3:33])[C:30]([CH3:36])([CH3:35])[O:29]2)[O:32][C:31]([CH3:34])([CH3:33])[C:30]([CH3:36])([CH3:35])[O:29]1.C([O-])(=O)C.[K+].O. (8) Given the product [N+:1]([C:4]1[CH:5]=[C:6]([S:10]([N:16]2[CH2:17][C:18]3([CH2:21][CH2:20][CH2:19]3)[CH2:15]2)(=[O:12])=[O:11])[CH:7]=[CH:8][CH:9]=1)([O-:3])=[O:2], predict the reactants needed to synthesize it. The reactants are: [N+:1]([C:4]1[CH:5]=[C:6]([S:10](Cl)(=[O:12])=[O:11])[CH:7]=[CH:8][CH:9]=1)([O-:3])=[O:2].Cl.[CH2:15]1[C:18]2([CH2:21][CH2:20][CH2:19]2)[CH2:17][NH:16]1.C(N(CC)CC)C. (9) Given the product [CH2:1]([O:3][CH:4]1[CH2:5][CH:8]1[C:9]([O:11][CH2:12][CH3:13])=[O:10])[CH3:2], predict the reactants needed to synthesize it. The reactants are: [CH:1]([O:3][CH2:4][CH3:5])=[CH2:2].[N+](=[CH:8][C:9]([O:11][CH2:12][CH3:13])=[O:10])=[N-].